The task is: Predict the reactants needed to synthesize the given product.. This data is from Full USPTO retrosynthesis dataset with 1.9M reactions from patents (1976-2016). (1) Given the product [Cl:1][C:2]1[CH:13]=[C:6]([C:7]([NH:8][CH2:9][CH2:23][CH2:22][CH2:21][CH2:20][CH2:19][CH2:18][C:17]([OH:26])=[O:16])=[O:12])[C:5]([OH:10])=[CH:4][CH:3]=1, predict the reactants needed to synthesize it. The reactants are: [Cl:1][C:2]1[CH:3]=[CH:4][C:5]2[O:10][C:9](=O)[NH:8][C:7](=[O:12])[C:6]=2[CH:13]=1.C([O:16][C:17](=[O:26])[CH2:18][CH2:19][CH2:20][CH2:21][CH2:22][CH2:23]CBr)C. (2) The reactants are: [O:1]=[C:2]1[CH2:6][CH2:5][CH2:4][N:3]1[CH2:7][CH:8]=O.[NH2:10][C:11]1[C:12]([C:25]([O:27][CH2:28][CH3:29])=[O:26])=[N:13][CH:14]=[C:15]([CH2:17][C:18]2[CH:23]=[CH:22][C:21]([F:24])=[CH:20][CH:19]=2)[CH:16]=1.C(O[BH-](OC(=O)C)OC(=O)C)(=O)C.[Na+]. Given the product [F:24][C:21]1[CH:22]=[CH:23][C:18]([CH2:17][C:15]2[CH:16]=[C:11]([NH:10][CH2:8][CH2:7][N:3]3[CH2:4][CH2:5][CH2:6][C:2]3=[O:1])[C:12]([C:25]([O:27][CH2:28][CH3:29])=[O:26])=[N:13][CH:14]=2)=[CH:19][CH:20]=1, predict the reactants needed to synthesize it.